From a dataset of Catalyst prediction with 721,799 reactions and 888 catalyst types from USPTO. Predict which catalyst facilitates the given reaction. (1) Reactant: [CH3:1][C:2]1[CH:3]=[CH:4][C:5]2[N:9]=[N:8][NH:7][C:6]=2[CH:10]=1.[OH-].[Na+].[Cl:13][CH2:14][CH2:15][CH2:16]Br. Product: [Cl:13][CH2:14][CH2:15][CH2:16][N:7]1[C:6]2[CH:10]=[C:2]([CH3:1])[CH:3]=[CH:4][C:5]=2[N:9]=[N:8]1. The catalyst class is: 689. (2) The catalyst class is: 15. Reactant: [NH2:1][CH2:2][C:3]1[CH:4]=[N:5][CH:6]=[CH:7][C:8]=1[C:9]1[N:18]=[CH:17][C:16]2[N:15]([CH3:19])[C:14](=[O:20])[C@@H:13]([CH2:21][CH3:22])[N:12]([CH:23]([CH3:25])[CH3:24])[C:11]=2[N:10]=1.[C:26](O)([C:28](F)(F)F)=[O:27]. Product: [CH2:21]([C@H:13]1[N:12]([CH:23]([CH3:24])[CH3:25])[C:11]2[N:10]=[C:9]([C:8]3[CH:7]=[CH:6][N:5]=[CH:4][C:3]=3[CH2:2][NH:1][C:26](=[O:27])[CH3:28])[N:18]=[CH:17][C:16]=2[N:15]([CH3:19])[C:14]1=[O:20])[CH3:22].